Task: Predict the reaction yield, written as a fraction of the theoretical maximum amount of product (1.0 means a 100% yield; for example, 0.34 means a 34% yield).. Dataset: Reaction yield outcomes from USPTO patents with 853,638 reactions (1) The catalyst is O1CCCC1.CO. The yield is 0.870. The product is [NH2:1][C:2]1[C:3]([O:15][CH3:14])=[N:4][C:5]2[C:10]([N:11]=1)=[CH:9][C:8]([CH3:12])=[CH:7][CH:6]=2. The reactants are [NH2:1][C:2]1[C:3](Cl)=[N:4][C:5]2[C:10]([N:11]=1)=[CH:9][C:8]([CH3:12])=[CH:7][CH:6]=2.[CH3:14][O-:15].[Na+]. (2) The reactants are [Cl:1][C:2]1[CH:3]=[C:4]([C@@:9]2([C:14]#N)[CH2:11][CH:10]2[CH2:12][OH:13])[CH:5]=[CH:6][C:7]=1[Cl:8].C([OH:18])C.[OH-].[Na+].Cl. The catalyst is ClCCl. The product is [Cl:1][C:2]1[CH:3]=[C:4]([C@@:9]23[CH2:11][C@@H:10]2[CH2:12][O:13][C:14]3=[O:18])[CH:5]=[CH:6][C:7]=1[Cl:8]. The yield is 0.550. (3) No catalyst specified. The product is [ClH:50].[NH2:34][C@@H:30]1[CH2:31][CH2:32][CH2:33][N:28]([C:3]2[C:2]([Br:1])=[CH:7][N:6]=[C:5]3[NH:8][CH:9]=[C:10]([NH:11][C:12]([C:14]4[CH:18]=[N:17][NH:16][CH:15]=4)=[O:13])[C:4]=23)[CH2:29]1. The reactants are [Br:1][C:2]1[C:3]([N:28]2[CH2:33][CH2:32][CH2:31][C@@H:30]([NH:34]C(=O)OC(C)(C)C)[CH2:29]2)=[C:4]2[C:10]([NH:11][C:12]([C:14]3[CH:15]=[N:16][N:17](CC4C=CC(OC)=CC=4)[CH:18]=3)=[O:13])=[CH:9][NH:8][C:5]2=[N:6][CH:7]=1.C(O)(C(F)(F)F)=O.C(Cl)[Cl:50]. The yield is 0.500. (4) The reactants are [CH2:1]([CH:3]([CH2:20][CH3:21])[CH:4]([C:6]1[N:10]([CH2:11][C:12]2[CH:17]=[CH:16][C:15]([O:18][CH3:19])=[CH:14][CH:13]=2)[N:9]=[CH:8][CH:7]=1)O)[CH3:2].C1(P(C2C=CC=CC=2)C2C=CC=CC=2)C=CC=CC=1.N(C(OCC)=O)=NC(OCC)=O.C1(P([N:67]=[N+:68]=[N-:69])(C2C=CC=CC=2)=O)C=CC=CC=1. The catalyst is C1COCC1. The product is [N:67]([CH:4]([C:6]1[N:10]([CH2:11][C:12]2[CH:17]=[CH:16][C:15]([O:18][CH3:19])=[CH:14][CH:13]=2)[N:9]=[CH:8][CH:7]=1)[CH:3]([CH2:20][CH3:21])[CH2:1][CH3:2])=[N+:68]=[N-:69]. The yield is 0.660. (5) The reactants are C(OC([N:8]1[CH2:12][CH2:11][CH2:10][CH:9]1[C:13](=[O:32])[NH:14][C:15]1[CH:20]=[CH:19][C:18]([C:21]2[CH:26]=[CH:25][CH:24]=[CH:23][C:22]=2[S:27]([CH3:30])(=[O:29])=[O:28])=[CH:17][C:16]=1[Cl:31])=O)(C)(C)C.FC(F)(F)C(O)=O. The catalyst is C(Cl)Cl.C(Cl)(Cl)Cl. The product is [Cl:31][C:16]1[CH:17]=[C:18]([C:21]2[CH:26]=[CH:25][CH:24]=[CH:23][C:22]=2[S:27]([CH3:30])(=[O:28])=[O:29])[CH:19]=[CH:20][C:15]=1[NH:14][C:13]([CH:9]1[CH2:10][CH2:11][CH2:12][NH:8]1)=[O:32]. The yield is 1.00. (6) The reactants are [O:1]=[C:2]1[CH:6]=[CH:5][C:4](=[O:7])[N:3]1[CH2:8][CH:9]([S:14]([OH:17])(=[O:16])=[O:15])[CH2:10][C:11]([OH:13])=[O:12].C(Cl)CCl.O[N:23]1[C:27](=[O:28])[CH2:26][CH2:25][C:24]1=[O:29]. The catalyst is CC(N(C)C)=O. The yield is 0.750. The product is [O:7]=[C:4]1[CH:5]=[CH:6][C:2](=[O:1])[N:3]1[CH2:8][CH:9]([S:14]([OH:17])(=[O:15])=[O:16])[CH2:10][C:11]([O:13][N:23]1[C:27](=[O:28])[CH2:26][CH2:25][C:24]1=[O:29])=[O:12]. (7) The reactants are [CH2:1]([O:8][C:9]1[CH:17]=[C:16]2[C:12]([C@H:13]([CH2:18][Cl:19])[CH2:14][NH:15]2)=[C:11]2[S:20][C:21]([CH3:23])=[CH:22][C:10]=12)[C:2]1[CH:7]=[CH:6][CH:5]=[CH:4][CH:3]=1.[N:24]1([CH2:29][CH2:30][O:31][C:32]2[CH:33]=[C:34]3[C:38](=[CH:39][CH:40]=2)[NH:37][C:36]([C:41](O)=[O:42])=[CH:35]3)[CH2:28][CH2:27][CH2:26][CH2:25]1.CCN=C=NCCCN(C)C.Cl. The catalyst is CN(C=O)C.CCOC(C)=O. The product is [CH2:1]([O:8][C:9]1[CH:17]=[C:16]2[C:12]([C@H:13]([CH2:18][Cl:19])[CH2:14][N:15]2[C:41]([C:36]2[NH:37][C:38]3[C:34]([CH:35]=2)=[CH:33][C:32]([O:31][CH2:30][CH2:29][N:24]2[CH2:28][CH2:27][CH2:26][CH2:25]2)=[CH:40][CH:39]=3)=[O:42])=[C:11]2[S:20][C:21]([CH3:23])=[CH:22][C:10]=12)[C:2]1[CH:3]=[CH:4][CH:5]=[CH:6][CH:7]=1. The yield is 0.890. (8) The reactants are [H-].[Na+].[CH2:3]([OH:10])[C:4]1[CH:9]=[CH:8][CH:7]=[CH:6][CH:5]=1.FC1C(F)=CC=CC=1CS([C:18]1[N:19]=[C:20]([NH:28][C@@H:29]([CH2:34][OH:35])[CH2:30][CH:31]([CH3:33])[CH3:32])[C:21]2[S:26][C:25](=[O:27])[NH:24][C:22]=2[N:23]=1)(=O)=O. The catalyst is C1C=CC=CC=1. The product is [CH2:3]([O:10][C:18]1[N:19]=[C:20]([NH:28][C@@H:29]([CH2:34][OH:35])[CH2:30][CH:31]([CH3:32])[CH3:33])[C:21]2[S:26][C:25](=[O:27])[NH:24][C:22]=2[N:23]=1)[C:4]1[CH:9]=[CH:8][CH:7]=[CH:6][CH:5]=1. The yield is 0.160.